This data is from Reaction yield outcomes from USPTO patents with 853,638 reactions. The task is: Predict the reaction yield, written as a fraction of the theoretical maximum amount of product (1.0 means a 100% yield; for example, 0.34 means a 34% yield). (1) The reactants are [CH2:1]([OH:9])[CH2:2][CH2:3][CH2:4][CH2:5][CH2:6][CH2:7][CH3:8].[CH2:10]1[CH2:15][CH2:14][CH2:13][CH2:12][CH2:11]1.C(OOC(C)(C)C)(C)(C)C. No catalyst specified. The product is [CH:10]1([O:9][CH2:1][CH2:2][CH2:3][CH2:4][CH2:5][CH2:6][CH2:7][CH3:8])[CH2:15][CH2:14][CH2:13][CH2:12][CH2:11]1. The yield is 0.420. (2) The reactants are [CH3:1][O:2][C:3](=[O:27])[CH:4]([O:20][C:21]1[CH:26]=[CH:25][CH:24]=[CH:23][CH:22]=1)[CH2:5][C:6]1[CH:11]=[CH:10][C:9]([O:12]CC2C=CC=CC=2)=[CH:8][CH:7]=1.C(O)C. The catalyst is C(OCC)(=O)C.[Pd].[OH-].[Pd+2].[OH-]. The product is [CH3:1][O:2][C:3](=[O:27])[CH:4]([O:20][C:21]1[CH:22]=[CH:23][CH:24]=[CH:25][CH:26]=1)[CH2:5][C:6]1[CH:11]=[CH:10][C:9]([OH:12])=[CH:8][CH:7]=1. The yield is 0.950.